This data is from M1 muscarinic receptor antagonist screen with 61,756 compounds. The task is: Binary Classification. Given a drug SMILES string, predict its activity (active/inactive) in a high-throughput screening assay against a specified biological target. The compound is S(=O)(=O)(N1CCCC1)c1ccc(NC(=O)c2cc(sc2)C)cc1. The result is 0 (inactive).